From a dataset of Forward reaction prediction with 1.9M reactions from USPTO patents (1976-2016). Predict the product of the given reaction. (1) Given the reactants Br[C:2]1[CH:7]=[CH:6][C:5]([C:8]2[CH:13]=[CH:12][CH:11]=[CH:10][CH:9]=2)=[CH:4][CH:3]=1.C([Li])CCC.C([O:22][B:23](OC(C)C)[O:24]C(C)C)(C)C, predict the reaction product. The product is: [C:5]1([C:8]2[CH:13]=[CH:12][CH:11]=[CH:10][CH:9]=2)[CH:6]=[CH:7][C:2]([B:23]([OH:24])[OH:22])=[CH:3][CH:4]=1. (2) Given the reactants [F:1][C:2]1[CH:7]=[C:6]([S:8]([CH3:11])(=[O:10])=[O:9])[CH:5]=[CH:4][C:3]=1[C:12]1[CH:13]=[C:14]2[C:18](=[CH:19][CH:20]=1)[N:17]([CH:21]1[CH2:26][CH2:25][NH:24][CH2:23][CH2:22]1)[CH:16]=[CH:15]2.CCN(C(C)C)C(C)C.Cl[C:37]1[N:42]=[CH:41][C:40]([CH2:43][CH3:44])=[CH:39][N:38]=1, predict the reaction product. The product is: [CH2:43]([C:40]1[CH:39]=[N:38][C:37]([N:24]2[CH2:23][CH2:22][CH:21]([N:17]3[C:18]4[C:14](=[CH:13][C:12]([C:3]5[CH:4]=[CH:5][C:6]([S:8]([CH3:11])(=[O:9])=[O:10])=[CH:7][C:2]=5[F:1])=[CH:20][CH:19]=4)[CH:15]=[CH:16]3)[CH2:26][CH2:25]2)=[N:42][CH:41]=1)[CH3:44]. (3) The product is: [CH3:1][C:2]([CH2:4][C@@H:5]([C:12]1[C:21](=[O:22])[O:20][C:19]2[C:14](=[CH:15][CH:16]=[CH:17][CH:18]=2)[C:13]=1[OH:23])[C:6]1[CH:7]=[CH:8][CH:9]=[CH:10][CH:11]=1)=[O:3].[CH3:24][C:25]([CH:27]([OH:47])[CH:28]([C:35]1[C:44](=[O:45])[O:43][C:42]2[C:37](=[CH:38][CH:39]=[CH:40][CH:41]=2)[C:36]=1[OH:46])[C:29]1[CH:30]=[CH:31][CH:32]=[CH:33][CH:34]=1)=[O:26]. Given the reactants [CH3:1][C:2]([CH2:4][C@H:5]([C:12]1[C:21](=[O:22])[O:20][C:19]2[CH:18]=[CH:17][CH:16]=[CH:15][C:14]=2[C:13]=1[OH:23])[C:6]1[CH:7]=[CH:8][CH:9]=[CH:10][CH:11]=1)=[O:3].[CH3:24][C:25]([CH:27]([OH:47])[CH:28]([C:35]1[C:44](=[O:45])[O:43][C:42]2[C:37](=[CH:38][CH:39]=[CH:40][CH:41]=2)[C:36]=1[OH:46])[C:29]1[CH:34]=[CH:33][CH:32]=[CH:31][CH:30]=1)=[O:26], predict the reaction product. (4) Given the reactants [CH2:1]([C:3]([CH2:10][CH3:11])([C:7]([OH:9])=[O:8])[C:4]([OH:6])=[O:5])[CH3:2].[OH-].[Na+].[N+]([O-])(O)=O.[N+]([O-])([O-])=O.[Ag+:22], predict the reaction product. The product is: [CH2:10]([C:3]([CH2:1][CH3:2])([C:7]([O-:9])=[O:8])[C:4]([O-:6])=[O:5])[CH3:11].[Ag+2:22]. (5) Given the reactants C(OC([N:8]1[C:16]2[CH:15]=[C:14]([N:17]3[CH2:21][CH2:20][CH2:19][C:18]3=[O:22])[N:13]=[CH:12][C:11]=2[C:10]([CH3:24])([CH3:23])[CH2:9]1)=O)(C)(C)C.[ClH:25], predict the reaction product. The product is: [ClH:25].[CH3:23][C:10]1([CH3:24])[C:11]2[CH:12]=[N:13][C:14]([N:17]3[CH2:21][CH2:20][CH2:19][C:18]3=[O:22])=[CH:15][C:16]=2[NH:8][CH2:9]1. (6) Given the reactants C(OC([NH:8][C:9]1[N:10]=[C:11]2[C:16]([N:17]3[CH2:22][CH2:21][N:20](C(OC(C)(C)C)=O)[CH2:19][CH2:18]3)=[N:15][CH:14]=[C:13]([C:30]3[S:31][CH:32]=[CH:33][CH:34]=3)[N:12]2[CH:35]=1)=O)(C)(C)C.C(OC(N1CCN(C2C3N(C=C(C(OCC)=O)N=3)C(C3SC=CC=3)=CN=2)CC1)=O)(C)(C)C, predict the reaction product. The product is: [N:17]1([C:16]2[C:11]3[N:12]([CH:35]=[C:9]([NH2:8])[N:10]=3)[C:13]([C:30]3[S:31][CH:32]=[CH:33][CH:34]=3)=[CH:14][N:15]=2)[CH2:22][CH2:21][NH:20][CH2:19][CH2:18]1.